From a dataset of Reaction yield outcomes from USPTO patents with 853,638 reactions. Predict the reaction yield, written as a fraction of the theoretical maximum amount of product (1.0 means a 100% yield; for example, 0.34 means a 34% yield). (1) The reactants are [NH2:1][C:2]1[CH:10]=[CH:9][C:5]([C:6]([NH2:8])=[O:7])=[CH:4][C:3]=1[CH3:11].[CH3:12][O:13][C:14]1[CH:19]=[CH:18][C:17]([C:20](=O)[CH2:21][CH2:22][C:23](=O)[CH2:24][CH2:25][C:26](=[O:30])CCC)=[CH:16][CH:15]=1.[OH2:33].[C:34]1([CH3:44])C=CC(S(O)(=O)=O)=CC=1. The catalyst is C(O)C. The product is [CH2:34]([O:33][C:26](=[O:30])[CH2:25][CH2:24][C:23]1[N:1]([C:2]2[CH:10]=[CH:9][C:5]([C:6](=[O:7])[NH2:8])=[CH:4][C:3]=2[CH3:11])[C:20]([C:17]2[CH:16]=[CH:15][C:14]([O:13][CH3:12])=[CH:19][CH:18]=2)=[CH:21][CH:22]=1)[CH3:44]. The yield is 0.300. (2) The product is [CH3:18][C:13]1([CH3:19])[C:14]([CH3:17])([CH3:16])[O:15][B:11]([C:2]2[CH:3]=[C:4]([F:10])[C:5]([F:9])=[C:6]([F:8])[CH:7]=2)[O:12]1. The reactants are Br[C:2]1[CH:3]=[C:4]([F:10])[C:5]([F:9])=[C:6]([F:8])[CH:7]=1.[B:11]1([B:11]2[O:15][C:14]([CH3:17])([CH3:16])[C:13]([CH3:19])([CH3:18])[O:12]2)[O:15][C:14]([CH3:17])([CH3:16])[C:13]([CH3:19])([CH3:18])[O:12]1.C([O-])(=O)C.[K+]. The yield is 0.390. The catalyst is Cl[Pd](Cl)([P](C1C=CC=CC=1)(C1C=CC=CC=1)C1C=CC=CC=1)[P](C1C=CC=CC=1)(C1C=CC=CC=1)C1C=CC=CC=1. (3) The reactants are [F:1][C:2]1[CH:34]=[CH:33][C:5]([CH2:6][N:7]2[C:16](=[O:17])[C:15]([C:18]3[NH:23][C:22]4[CH:24]=[CH:25][C:26](I)=[CH:27][C:21]=4[S:20](=[O:30])(=[O:29])[N:19]=3)=[C:14]([OH:31])[C@H:13]3[C@@H:8]2[C@H:9]2[CH2:32][C@@H:12]3[CH2:11][CH2:10]2)=[CH:4][CH:3]=1.C([Sn](CCCC)(CCCC)[C:40]1[S:41](=[O:46])(=[O:45])[CH2:42][CH2:43][CH:44]=1)CCC. The catalyst is CN(C)C=O.C1C=CC([P]([Pd]([P](C2C=CC=CC=2)(C2C=CC=CC=2)C2C=CC=CC=2)([P](C2C=CC=CC=2)(C2C=CC=CC=2)C2C=CC=CC=2)[P](C2C=CC=CC=2)(C2C=CC=CC=2)C2C=CC=CC=2)(C2C=CC=CC=2)C2C=CC=CC=2)=CC=1. The product is [O:45]=[S:41]1(=[O:46])[CH2:42][CH2:43][CH:44]=[C:40]1[C:26]1[CH:25]=[CH:24][C:22]2[NH:23][C:18]([C:15]3[C:16](=[O:17])[N:7]([CH2:6][C:5]4[CH:33]=[CH:34][C:2]([F:1])=[CH:3][CH:4]=4)[C@@H:8]4[C@H:13]([C:14]=3[OH:31])[C@@H:12]3[CH2:32][C@H:9]4[CH2:10][CH2:11]3)=[N:19][S:20](=[O:30])(=[O:29])[C:21]=2[CH:27]=1. The yield is 0.200. (4) The reactants are [NH2:1][C:2]([C:6]([CH3:10])([CH3:9])[C:7]#[N:8])=[CH:3][C:4]#[N:5].N[OH:12].Cl. The catalyst is CO. The product is [NH2:5][C:4]1[O:12][N:1]=[C:2]([C:6]([CH3:10])([CH3:9])[C:7]#[N:8])[CH:3]=1. The yield is 0.660. (5) The reactants are [Br:1][C:2]1[CH:18]=[CH:17][C:5]2[N:6]([CH:10]3[CH2:15][CH2:14][C:13](=[O:16])[CH2:12][CH2:11]3)[CH2:7][CH2:8][O:9][C:4]=2[CH:3]=1.[BH4-].[Na+]. The catalyst is CO. The product is [Br:1][C:2]1[CH:18]=[CH:17][C:5]2[N:6]([CH:10]3[CH2:11][CH2:12][CH:13]([OH:16])[CH2:14][CH2:15]3)[CH2:7][CH2:8][O:9][C:4]=2[CH:3]=1. The yield is 0.630. (6) The reactants are [CH:1]([O:4][S:5]([CH2:8][CH3:9])(=[O:7])=[O:6])([CH3:3])[CH3:2].C([Li])CCC.[P:15](Cl)([O:20][CH2:21][CH3:22])([O:17][CH2:18][CH3:19])=[O:16].Cl. The catalyst is O1CCCC1. The product is [CH:1]([O:4][S:5]([CH:8]([P:15]([O:20][CH2:21][CH3:22])([O:17][CH2:18][CH3:19])=[O:16])[CH3:9])(=[O:7])=[O:6])([CH3:3])[CH3:2]. The yield is 0.580. (7) The reactants are [B-](F)(F)(F)F.[CH3:6][N:7](C(ON1C(=O)CCC1=O)=[N+](C)C)[CH3:8].[OH:21][CH:22]([C:24]1[CH:25]=[C:26]([C:42]([OH:44])=O)[CH:27]=[C:28]2[C:33]=1[O:32][C:31]([N:34]1[CH2:39][CH2:38][O:37][C@H:36]([CH3:40])[CH2:35]1)=[CH:30][C:29]2=[O:41])[CH3:23].C(N(C(C)C)C(C)C)C.CNC. The catalyst is C(Cl)Cl. The product is [OH:21][CH:22]([C:24]1[CH:25]=[C:26]([C:42]([N:7]([CH3:8])[CH3:6])=[O:44])[CH:27]=[C:28]2[C:33]=1[O:32][C:31]([N:34]1[CH2:39][CH2:38][O:37][C@H:36]([CH3:40])[CH2:35]1)=[CH:30][C:29]2=[O:41])[CH3:23]. The yield is 0.840. (8) The reactants are C(O[C:6]([N:8](C)[C:9]1[CH:10]=[C:11]2[N:17]([C:18](=[O:30])[C:19]3[C:24]([C:25]([F:28])([F:27])[F:26])=[CH:23][CH:22]=[CH:21][C:20]=3[Cl:29])[N:16]=[C:15]([C:31]3[CH:39]=[CH:38][C:34]([C:35]([OH:37])=[O:36])=[CH:33][C:32]=3[F:40])[C:12]2=[N:13][CH:14]=1)=O)(C)(C)C.Cl.[OH-].[Na+]. The catalyst is C1COCC1. The product is [Cl:29][C:20]1[CH:21]=[CH:22][CH:23]=[C:24]([C:25]([F:26])([F:28])[F:27])[C:19]=1[C:18]([N:17]1[C:11]2[C:12](=[N:13][CH:14]=[C:9]([NH:8][CH3:6])[CH:10]=2)[C:15]([C:31]2[CH:39]=[CH:38][C:34]([C:35]([OH:37])=[O:36])=[CH:33][C:32]=2[F:40])=[N:16]1)=[O:30]. The yield is 0.250. (9) The reactants are [Cl:1][C:2]1[CH:9]=[C:8](B2OC(C)(C)C(C)(C)O2)[CH:7]=[CH:6][C:3]=1[C:4]#[N:5].Br[C:20]1[CH:21]=[N:22][CH:23]=[C:24]([F:29])[C:25]=1[CH:26]([OH:28])[CH3:27].C(Cl)Cl.C([O-])([O-])=O.[Na+].[Na+]. The catalyst is CN(C=O)C.C1C=CC(P(C2C=CC=CC=2)[C-]2C=CC=C2)=CC=1.C1C=CC(P(C2C=CC=CC=2)[C-]2C=CC=C2)=CC=1.Cl[Pd]Cl.[Fe+2]. The product is [Cl:1][C:2]1[CH:9]=[C:8]([C:20]2[CH:21]=[N:22][CH:23]=[C:24]([F:29])[C:25]=2[CH:26]([OH:28])[CH3:27])[CH:7]=[CH:6][C:3]=1[C:4]#[N:5]. The yield is 0.490. (10) The reactants are [F:1][C:2]([F:20])([F:19])[C:3](O)=[CH:4][C:5]([C:7]1[CH:17]=[CH:16][C:10]2[O:11][CH2:12][C:13](=[O:15])[NH:14][C:9]=2[CH:8]=1)=O.Cl.[CH2:22]([C:24]1[CH:29]=[CH:28][CH:27]=[CH:26][C:25]=1[NH:30][NH2:31])[CH3:23]. No catalyst specified. The product is [CH2:22]([C:24]1[CH:29]=[CH:28][CH:27]=[CH:26][C:25]=1[N:30]1[C:5]([C:7]2[CH:17]=[CH:16][C:10]3[O:11][CH2:12][C:13](=[O:15])[NH:14][C:9]=3[CH:8]=2)=[CH:4][C:3]([C:2]([F:20])([F:19])[F:1])=[N:31]1)[CH3:23]. The yield is 0.470.